Dataset: Full USPTO retrosynthesis dataset with 1.9M reactions from patents (1976-2016). Task: Predict the reactants needed to synthesize the given product. Given the product [N:1]1([C:7](=[O:23])[CH:8]([CH:9]2[CH2:14][CH2:13][O:12][CH2:11][CH2:10]2)[NH2:15])[CH2:2][CH2:3][O:4][CH2:5][CH2:6]1, predict the reactants needed to synthesize it. The reactants are: [N:1]1([C:7](=[O:23])[CH:8]([NH:15]C(=O)OC(C)(C)C)[CH:9]2[CH2:14][CH2:13][O:12][CH2:11][CH2:10]2)[CH2:6][CH2:5][O:4][CH2:3][CH2:2]1.Cl.N[C@H]1CCN([C@H](C(N2CCOCC2)=O)C(C)C)C1=O.